This data is from Peptide-MHC class I binding affinity with 185,985 pairs from IEDB/IMGT. The task is: Regression. Given a peptide amino acid sequence and an MHC pseudo amino acid sequence, predict their binding affinity value. This is MHC class I binding data. The peptide sequence is FQPMNGQFI. The MHC is H-2-Db with pseudo-sequence H-2-Db. The binding affinity (normalized) is 0.708.